The task is: Predict the reaction yield, written as a fraction of the theoretical maximum amount of product (1.0 means a 100% yield; for example, 0.34 means a 34% yield).. This data is from Reaction yield outcomes from USPTO patents with 853,638 reactions. (1) The reactants are [CH:1]([O:5][C:6]1[CH:7]=[C:8]([CH:26]=[CH:27][CH:28]=1)[CH2:9][C:10]1[C:19]2[C:14](=[CH:15][C:16]([O:22][CH3:23])=[C:17]([O:20][CH3:21])[CH:18]=2)[C:13]([CH2:24]O)=[CH:12][N:11]=1)([CH2:3][CH3:4])[CH3:2].C(N(CC)CC)C.CS([Cl:40])(=O)=O.[Cl-].[Li+]. The catalyst is ClCCl. The product is [CH:1]([O:5][C:6]1[CH:7]=[C:8]([CH:26]=[CH:27][CH:28]=1)[CH2:9][C:10]1[C:19]2[C:14](=[CH:15][C:16]([O:22][CH3:23])=[C:17]([O:20][CH3:21])[CH:18]=2)[C:13]([CH2:24][Cl:40])=[CH:12][N:11]=1)([CH2:3][CH3:4])[CH3:2]. The yield is 0.740. (2) The reactants are CN1CCOCC1.[CH:8]1([NH2:12])[CH2:11][CH2:10][CH2:9]1.ON1C2C=CC=CC=2N=N1.Cl.CN(C)CCCN=C=NCC.[Cl:35][C:36]1[C:41]([Cl:42])=[CH:40][CH:39]=[CH:38][C:37]=1[NH:43][C:44]1[CH:52]=[C:51]([C:53]([F:56])([F:55])[F:54])[C:47]([C:48](O)=[O:49])=[CH:46][N:45]=1. The catalyst is CN(C)C=O. The product is [Cl:35][C:36]1[C:41]([Cl:42])=[CH:40][CH:39]=[CH:38][C:37]=1[NH:43][C:44]1[CH:52]=[C:51]([C:53]([F:55])([F:56])[F:54])[C:47]([C:48]([NH:12][CH:8]2[CH2:11][CH2:10][CH2:9]2)=[O:49])=[CH:46][N:45]=1. The yield is 0.810. (3) The reactants are [F:1][CH2:2][C:3]1[NH:12][C:11](=O)[C:10]2[C:5](=[CH:6][CH:7]=[CH:8][CH:9]=2)[N:4]=1.COC(=O)[C:17]1[CH:22]=[CH:21][CH:20]=[CH:19][C:18]=1[NH2:23].F[CH2:26]C#N.Cl.[O:30]1CCOC[CH2:31]1. No catalyst specified. The product is [F:1][CH2:2][C:3]1[N:12]=[C:11]([N:23]([C:18]2[CH:17]=[CH:22][C:21]([O:30][CH3:31])=[CH:20][CH:19]=2)[CH3:26])[C:10]2[C:5](=[CH:6][CH:7]=[CH:8][CH:9]=2)[N:4]=1. The yield is 0.390. (4) The reactants are [C:1]1([C:11]2[O:12][C:13](=[O:21])[C:14]3[N:20]=[CH:19][CH:18]=[CH:17][C:15]=3[N:16]=2)[C:10]2[C:5](=[CH:6][CH:7]=[CH:8][CH:9]=2)[CH:4]=[CH:3][CH:2]=1.[N:22]1([C:28]2[CH:33]=[CH:32][C:31]([CH2:34][NH2:35])=[CH:30][CH:29]=2)[CH2:27][CH2:26][O:25][CH2:24][CH2:23]1. No catalyst specified. The product is [N:22]1([C:28]2[CH:29]=[CH:30][C:31]([CH2:34][NH:35][C:13]([C:14]3[C:15]([NH:16][C:11]([C:1]4[C:10]5[C:5](=[CH:6][CH:7]=[CH:8][CH:9]=5)[CH:4]=[CH:3][CH:2]=4)=[O:12])=[CH:17][CH:18]=[CH:19][N:20]=3)=[O:21])=[CH:32][CH:33]=2)[CH2:27][CH2:26][O:25][CH2:24][CH2:23]1. The yield is 0.190. (5) The reactants are [NH2:1][CH2:2][CH2:3][NH:4][C:5](=[O:14])[O:6][CH2:7][C:8]1[CH:13]=[CH:12][CH:11]=[CH:10][CH:9]=1.N1C=CN=C1.[C:20](O)(=[O:28])[C:21]1[C:22](=[CH:24][CH:25]=[CH:26][CH:27]=1)[OH:23].C1CCC(N=C=NC2CCCCC2)CC1. The catalyst is C(OCC)(=O)C. The product is [OH:23][C:22]1[CH:24]=[CH:25][CH:26]=[CH:27][C:21]=1[C:20]([NH:1][CH2:2][CH2:3][NH:4][C:5](=[O:14])[O:6][CH2:7][C:8]1[CH:9]=[CH:10][CH:11]=[CH:12][CH:13]=1)=[O:28]. The yield is 0.660. (6) The reactants are [C:1]([C:4]1[O:8][C:7]2[C:9](=[O:18])[C:10]3[C:15]([C:16](=[O:17])[C:6]=2[CH:5]=1)=[CH:14][CH:13]=[CH:12][CH:11]=3)(=[O:3])[CH3:2].[C:19]([O:23][C:24]([NH:26][CH2:27][C:28](O)=[O:29])=[O:25])([CH3:22])([CH3:21])[CH3:20].F[P-](F)(F)(F)(F)F.C[N+](C)=C(N(C)C)ON1C2C=CC=CC=2N=N1.S(S([O-])=O)([O-])=O.[Na+].[Na+]. The catalyst is CN(C=O)C.[Br-].C([N+](CCCC)(CCCC)CCCC)CCC.[Zn].C(OCC)(=O)C. The product is [C:1]([C:4]1[O:8][C:7]2[C:9]([O:18][C:28](=[O:29])[CH2:27][NH:26][C:24]([O:23][C:19]([CH3:21])([CH3:20])[CH3:22])=[O:25])=[C:10]3[C:15](=[C:16]([OH:17])[C:6]=2[CH:5]=1)[CH:14]=[CH:13][CH:12]=[CH:11]3)(=[O:3])[CH3:2]. The yield is 0.494.